This data is from Full USPTO retrosynthesis dataset with 1.9M reactions from patents (1976-2016). The task is: Predict the reactants needed to synthesize the given product. Given the product [CH2:1]([N:8]1[C:9]2=[N:13][C:14]3[C:15]([C:16]([NH2:17])=[C:10]2[CH2:11][CH2:12]1)=[CH:18][CH:19]=[CH:20][CH:21]=3)[C:2]1[CH:3]=[CH:4][CH:5]=[CH:6][CH:7]=1, predict the reactants needed to synthesize it. The reactants are: [CH2:1]([N:8]1[CH2:12][CH2:11][CH2:10][C:9]1=[N:13][C:14]1[CH:21]=[CH:20][CH:19]=[CH:18][C:15]=1[C:16]#[N:17])[C:2]1[CH:7]=[CH:6][CH:5]=[CH:4][CH:3]=1.O1CCCC1.